The task is: Predict the reaction yield, written as a fraction of the theoretical maximum amount of product (1.0 means a 100% yield; for example, 0.34 means a 34% yield).. This data is from Reaction yield outcomes from USPTO patents with 853,638 reactions. The reactants are C[O:2][C:3]1[C:8]2[NH:9][C:10]([C:12]3[S:13][CH:14]=[CH:15][CH:16]=3)=[N:11][C:7]=2[C:6]([C:17]([NH:19][CH2:20][CH2:21][NH:22][S:23]([C:26]2[CH:31]=[CH:30][CH:29]=[CH:28][CH:27]=2)(=[O:25])=[O:24])=[O:18])=[CH:5][CH:4]=1.B(Br)(Br)Br. No catalyst specified. The product is [OH:2][C:3]1[C:8]2[NH:9][C:10]([C:12]3[S:13][CH:14]=[CH:15][CH:16]=3)=[N:11][C:7]=2[C:6]([C:17]([NH:19][CH2:20][CH2:21][NH:22][S:23]([C:26]2[CH:31]=[CH:30][CH:29]=[CH:28][CH:27]=2)(=[O:25])=[O:24])=[O:18])=[CH:5][CH:4]=1. The yield is 0.370.